From a dataset of Catalyst prediction with 721,799 reactions and 888 catalyst types from USPTO. Predict which catalyst facilitates the given reaction. Reactant: Br[C:2]1[CH:7]=[CH:6][CH:5]=[CH:4][C:3]=1[C:8]1[C:17]([C:18]2[CH:23]=[CH:22][CH:21]=[CH:20][CH:19]=2)=[CH:16][C:15]2[C:10](=[CH:11][CH:12]=[C:13]([C:24]3[N:28]([CH:29]4[CH2:34][CH2:33][CH2:32][CH2:31][CH2:30]4)[C:27]4[CH:35]=[CH:36][C:37]([C:39]([OH:41])=[O:40])=[CH:38][C:26]=4[N:25]=3)[CH:14]=2)[N:9]=1.[Cl:42][C:43]1[CH:48]=[CH:47][C:46](B(O)O)=[CH:45][CH:44]=1.[F-].[Cs+].C1(P(C2CCCCC2)C2C=CC=CC=2C2C=CC=CC=2)CCCCC1. Product: [Cl:42][C:43]1[CH:48]=[CH:47][C:46]([C:2]2[C:3]([C:8]3[C:17]([C:18]4[CH:23]=[CH:22][CH:21]=[CH:20][CH:19]=4)=[CH:16][C:15]4[C:10](=[CH:11][CH:12]=[C:13]([C:24]5[N:28]([CH:29]6[CH2:34][CH2:33][CH2:32][CH2:31][CH2:30]6)[C:27]6[CH:35]=[CH:36][C:37]([C:39]([OH:41])=[O:40])=[CH:38][C:26]=6[N:25]=5)[CH:14]=4)[N:9]=3)=[CH:4][CH:5]=[CH:6][CH:7]=2)=[CH:45][CH:44]=1. The catalyst class is: 160.